From a dataset of Peptide-MHC class I binding affinity with 185,985 pairs from IEDB/IMGT. Regression. Given a peptide amino acid sequence and an MHC pseudo amino acid sequence, predict their binding affinity value. This is MHC class I binding data. (1) The peptide sequence is WILTHTLYR. The MHC is HLA-B15:01 with pseudo-sequence HLA-B15:01. The binding affinity (normalized) is 0.0847. (2) The peptide sequence is RFAVNPGLL. The MHC is HLA-A02:06 with pseudo-sequence HLA-A02:06. The binding affinity (normalized) is 0. (3) The peptide sequence is MPWLDNIVE. The MHC is HLA-A03:01 with pseudo-sequence HLA-A03:01. The binding affinity (normalized) is 0.0847. (4) The peptide sequence is YIPPCQCTV. The MHC is HLA-A68:02 with pseudo-sequence HLA-A68:02. The binding affinity (normalized) is 0.498.